The task is: Predict the reaction yield, written as a fraction of the theoretical maximum amount of product (1.0 means a 100% yield; for example, 0.34 means a 34% yield).. This data is from Reaction yield outcomes from USPTO patents with 853,638 reactions. (1) The reactants are [Cl:1][C:2]1[CH:7]=[CH:6][CH:5]=[CH:4][C:3]=1[C:8]1[C:9](=[O:27])[NH:10][C:11](=[O:26])[C:12]=1[C:13]1[C:21]2[C:16](=[N:17][CH:18]=[CH:19][CH:20]=2)[N:15]([CH2:22][CH2:23][CH2:24]O)[CH:14]=1.[N:28]1[CH:33]=CC=C[CH:29]=1.CS(OS(C)(=O)=O)(=O)=O.CNC. The catalyst is C1COCC1. The product is [Cl:1][C:2]1[CH:7]=[CH:6][CH:5]=[CH:4][C:3]=1[C:8]1[C:9](=[O:27])[NH:10][C:11](=[O:26])[C:12]=1[C:13]1[C:21]2[C:16](=[N:17][CH:18]=[CH:19][CH:20]=2)[N:15]([CH2:22][CH2:23][CH2:24][N:28]([CH3:33])[CH3:29])[CH:14]=1. The yield is 0.310. (2) The reactants are [H-].[Na+].[CH3:3][O:4][CH2:5][CH2:6][O:7]CCO.[CH2:11]([O:13][C:14](=[O:42])[CH2:15][CH2:16][CH2:17][CH2:18][CH2:19][O:20][CH2:21][CH2:22][O:23][CH2:24][CH2:25][O:26][CH2:27][CH2:28][O:29][CH2:30][CH2:31][O:32][CH2:33][CH2:34][O:35][CH2:36][CH2:37]S(C)(=O)=O)[CH3:12]. The catalyst is C1(C)C=CC=CC=1. The product is [CH2:11]([O:13][C:14](=[O:42])[CH2:15][CH2:16][CH2:17][CH2:18][CH2:19][O:20][CH2:21][CH2:22][O:23][CH2:24][CH2:25][O:26][CH2:27][CH2:28][O:29][CH2:30][CH2:31][O:32][CH2:33][CH2:34][O:35][CH2:36][CH2:37][O:7][CH2:6][CH2:5][O:4][CH3:3])[CH3:12]. The yield is 0.570. (3) The reactants are [Cl:1][C:2]1[N:3]=[C:4]([C:9]([NH:11][C@H:12]2[CH2:17][CH2:16][N:15]([C:18]3[S:19][C:20]([C:23]([O:25]CC)=[O:24])=[CH:21][N:22]=3)[CH2:14][C@H:13]2[O:28][CH2:29][CH:30]([F:32])[F:31])=[O:10])[NH:5][C:6]=1[CH2:7][CH3:8].[OH-].[Li+].CO. The catalyst is C1COCC1. The product is [Cl:1][C:2]1[N:3]=[C:4]([C:9]([NH:11][C@H:12]2[CH2:17][CH2:16][N:15]([C:18]3[S:19][C:20]([C:23]([OH:25])=[O:24])=[CH:21][N:22]=3)[CH2:14][C@H:13]2[O:28][CH2:29][CH:30]([F:32])[F:31])=[O:10])[NH:5][C:6]=1[CH2:7][CH3:8]. The yield is 0.800. (4) The reactants are O=S(Cl)[Cl:3].[NH2:5][CH2:6][CH2:7][CH2:8][CH2:9][CH2:10][CH2:11][CH2:12][CH2:13][CH2:14][CH2:15][CH2:16][C:17]([OH:19])=[O:18].[CH3:20]O. No catalyst specified. The product is [ClH:3].[CH3:20][O:18][C:17](=[O:19])[CH2:16][CH2:15][CH2:14][CH2:13][CH2:12][CH2:11][CH2:10][CH2:9][CH2:8][CH2:7][CH2:6][NH2:5]. The yield is 0.600. (5) The reactants are [NH3:1].CC(O)C.Cl.Cl[C:8]([C:35]1[CH:40]=[CH:39][C:38]([Cl:41])=[CH:37][CH:36]=1)([C:29]1[CH:30]=[N:31][CH:32]=[CH:33][CH:34]=1)[C:9]1[CH:10]=[C:11]2[C:16](=[CH:17][CH:18]=1)[N:15]([CH3:19])[C:14](=[O:20])[CH:13]=[C:12]2[CH2:21][CH2:22][C:23]1[S:24][C:25]([Cl:28])=[CH:26][CH:27]=1. The catalyst is C1COCC1. The yield is 0.500. The product is [NH2:1][C:8]([C:35]1[CH:40]=[CH:39][C:38]([Cl:41])=[CH:37][CH:36]=1)([C:29]1[CH:30]=[N:31][CH:32]=[CH:33][CH:34]=1)[C:9]1[CH:10]=[C:11]2[C:16](=[CH:17][CH:18]=1)[N:15]([CH3:19])[C:14](=[O:20])[CH:13]=[C:12]2[CH2:21][CH2:22][C:23]1[S:24][C:25]([Cl:28])=[CH:26][CH:27]=1.